Dataset: Reaction yield outcomes from USPTO patents with 853,638 reactions. Task: Predict the reaction yield, written as a fraction of the theoretical maximum amount of product (1.0 means a 100% yield; for example, 0.34 means a 34% yield). The product is [CH3:1][O:2][C:3]1[CH:8]=[C:7]([N+:9]([O-:11])=[O:10])[CH:6]=[CH:5][C:4]=1[N:12]1[CH2:16][CH2:15][C@@H:14]([O:17][Si:19]([CH:26]([CH3:28])[CH3:27])([CH:23]([CH3:25])[CH3:24])[CH:20]([CH3:22])[CH3:21])[CH2:13]1. The reactants are [CH3:1][O:2][C:3]1[CH:8]=[C:7]([N+:9]([O-:11])=[O:10])[CH:6]=[CH:5][C:4]=1[N:12]1[CH2:16][CH2:15][C@@H:14]([OH:17])[CH2:13]1.Cl[Si:19]([CH:26]([CH3:28])[CH3:27])([CH:23]([CH3:25])[CH3:24])[CH:20]([CH3:22])[CH3:21]. The catalyst is N1C=CC=CC=1. The yield is 0.990.